This data is from Buchwald-Hartwig C-N cross coupling reaction yields with 55,370 reactions. The task is: Predict the reaction yield, written as a fraction of the theoretical maximum amount of product (1.0 means a 100% yield; for example, 0.34 means a 34% yield). The reactants are FC(F)(F)c1ccc(I)cc1.Cc1ccc(N)cc1.O=S(=O)(O[Pd]1c2ccccc2-c2ccccc2N~1)C(F)(F)F.COc1ccc(OC)c(P(C(C)(C)C)C(C)(C)C)c1-c1c(C(C)C)cc(C(C)C)cc1C(C)C.CCN=P(N=P(N(C)C)(N(C)C)N(C)C)(N(C)C)N(C)C.c1ccc(CN(Cc2ccccc2)c2ccno2)cc1. No catalyst specified. The product is Cc1ccc(Nc2ccc(C(F)(F)F)cc2)cc1. The yield is 0.347.